This data is from Full USPTO retrosynthesis dataset with 1.9M reactions from patents (1976-2016). The task is: Predict the reactants needed to synthesize the given product. (1) Given the product [C:2]([C:5]1[N:7]=[C:16]([OH:15])[C:17]([C:18]([O:20][CH2:21][CH3:22])=[O:19])=[CH:23][N:6]=1)([CH3:4])([CH3:3])[CH3:1], predict the reactants needed to synthesize it. The reactants are: [CH3:1][C:2]([C:5]([NH2:7])=[NH:6])([CH3:4])[CH3:3].Cl.CC[O-].[Na+].C([O:15][CH:16]=[C:17]([C:23](OCC)=O)[C:18]([O:20][CH2:21][CH3:22])=[O:19])C. (2) Given the product [C:3]([C:5]1[CH:6]=[C:7]([CH:31]=[CH:32][CH:33]=1)[O:8][C:9]1[CH:26]=[C:25]([C:27]([F:29])([F:30])[F:28])[CH:24]=[CH:23][C:10]=1[CH2:11][CH2:12][C:13]([OH:15])=[O:14])#[N:4], predict the reactants needed to synthesize it. The reactants are: [Cl-].[Na+].[C:3]([C:5]1[CH:6]=[C:7]([CH:31]=[CH:32][CH:33]=1)[O:8][C:9]1[CH:26]=[C:25]([C:27]([F:30])([F:29])[F:28])[CH:24]=[CH:23][C:10]=1[CH2:11][CH:12](C(OCC)=O)[C:13]([O:15]CC)=[O:14])#[N:4]. (3) Given the product [CH3:30][C:28]([O:31][C:32]([NH:34][CH:35]([C:40]([OH:42])=[O:41])[CH2:36][NH2:2])=[O:33])([CH3:27])[CH3:29], predict the reactants needed to synthesize it. The reactants are: C[N:2](C)C=O.FC(F)(F)C(OI(C1C=CC=CC=1)OC(=O)C(F)(F)F)=O.[CH3:27][C:28]([O:31][C:32]([NH:34][C@@H:35]([C:40]([OH:42])=[O:41])[CH2:36]C(N)=O)=[O:33])([CH3:30])[CH3:29].N1C=CC=CC=1. (4) Given the product [NH2:26][C@@H:10]([CH2:9][C:4]1[CH:5]=[CH:6][C:7]([OH:8])=[C:2]([OH:1])[CH:3]=1)[C:11]([O:13][CH2:14][C@H:15]([O:17][C:18]([C:20]1[CH:25]=[CH:24][CH:23]=[CH:22][CH:21]=1)=[O:19])[CH3:16])=[O:12], predict the reactants needed to synthesize it. The reactants are: [OH:1][C:2]1[CH:3]=[C:4]([CH2:9][C@H:10]([NH:26]C(OC(C)(C)C)=O)[C:11]([O:13][CH2:14][C@H:15]([O:17][C:18]([C:20]2[CH:25]=[CH:24][CH:23]=[CH:22][CH:21]=2)=[O:19])[CH3:16])=[O:12])[CH:5]=[CH:6][C:7]=1[OH:8].C(#N)C. (5) Given the product [ClH:1].[Cl:1][C:2]1[CH:7]=[CH:6][CH:5]=[CH:4][C:3]=1[CH:8]([N:20]1[CH2:25][CH2:24][C:23]2[NH:26][CH:27]=[CH:28][C:22]=2[CH2:21]1)[CH2:9][CH2:10][CH2:11][CH2:12][CH2:13][C:14]([CH3:19])([CH3:18])[C:15]([OH:17])=[O:16], predict the reactants needed to synthesize it. The reactants are: [Cl:1][C:2]1[CH:7]=[CH:6][CH:5]=[CH:4][C:3]=1[CH:8]([N:20]1[CH2:25][CH2:24][C:23]2[NH:26][CH:27]=[CH:28][C:22]=2[CH2:21]1)[CH2:9][CH2:10][CH2:11][CH2:12][CH2:13][C:14]([CH3:19])([CH3:18])[C:15]([OH:17])=[O:16].Cl.O. (6) Given the product [CH3:48][C:47]([CH2:46][CH2:45][CH2:44][CH:43]([CH3:50])[CH2:42][CH2:41][CH2:40][CH:33]([CH3:32])[CH2:34][CH2:35][CH2:36][CH:37]([CH3:2])[CH3:38])=[CH2:49], predict the reactants needed to synthesize it. The reactants are: [Br-].[C:2]1(C([PH3+])(C2C=CC=CC=2)C2C=CC=CC=2)C=CC=CC=1.C1COCC1.C([Li])CCC.[CH3:32][CH:33]([CH2:40][CH2:41][CH2:42][CH:43]([CH3:50])[CH2:44][CH2:45][CH2:46][CH:47]([CH3:49])[CH3:48])[CH2:34][CH2:35][CH2:36][C:37](=O)[CH3:38]. (7) Given the product [F:14][CH:35]([F:42])[CH:24]([C:23]1[CH:18]=[CH:17][CH:22]=[CH:21][CH:20]=1)[C:25]1[CH:26]=[CH:27][CH:28]=[CH:29][CH:30]=1, predict the reactants needed to synthesize it. The reactants are: CC1C=C(C(C)(C)C)C=C(C)C=1S(F)(F)[F:14].[CH:17]1[CH:22]=[CH:21][C:20]([C@@H:23](O)[C@@H:24](O)[C:25]2[CH:30]=[CH:29][CH:28]=[CH:27][CH:26]=2)=C[CH:18]=1.FC(C1C=CC=CC=1)[CH:35]([F:42])C1C=CC=CC=1. (8) Given the product [Cl:9][C:5]1[C:6]([Cl:8])=[CH:7][C:2]([NH:13][C:14]2[CH:15]=[CH:16][C:17]([C@H:20]3[CH2:21][C@H:22]([OH:24])[CH2:23]3)=[CH:18][CH:19]=2)=[C:3]([N+:10]([O-:12])=[O:11])[CH:4]=1, predict the reactants needed to synthesize it. The reactants are: Cl[C:2]1[CH:7]=[C:6]([Cl:8])[C:5]([Cl:9])=[CH:4][C:3]=1[N+:10]([O-:12])=[O:11].[NH2:13][C:14]1[CH:19]=[CH:18][C:17]([C@H:20]2[CH2:23][C@H:22]([OH:24])[CH2:21]2)=[CH:16][CH:15]=1. (9) Given the product [Cl:3][C:4]1[C:5]2[O:13][CH2:12][CH2:11][N:9]([CH2:10][CH3:20])[C:7](=[O:8])[C:6]=2[CH:14]=[CH:15][C:16]=1[F:17], predict the reactants needed to synthesize it. The reactants are: [H-].[Na+].[Cl:3][C:4]1[C:5](F)=[C:6]([CH:14]=[CH:15][C:16]=1[F:17])[C:7]([N:9]([CH2:11][CH2:12][OH:13])[CH3:10])=[O:8].O.[CH3:20]N(C=O)C.